Dataset: NCI-60 drug combinations with 297,098 pairs across 59 cell lines. Task: Regression. Given two drug SMILES strings and cell line genomic features, predict the synergy score measuring deviation from expected non-interaction effect. Drug 1: CCC(=C(C1=CC=CC=C1)C2=CC=C(C=C2)OCCN(C)C)C3=CC=CC=C3.C(C(=O)O)C(CC(=O)O)(C(=O)O)O. Drug 2: CC1=C(C(=O)C2=C(C1=O)N3CC4C(C3(C2COC(=O)N)OC)N4)N. Cell line: COLO 205. Synergy scores: CSS=37.4, Synergy_ZIP=1.48, Synergy_Bliss=-1.14, Synergy_Loewe=-21.1, Synergy_HSA=0.238.